From a dataset of Full USPTO retrosynthesis dataset with 1.9M reactions from patents (1976-2016). Predict the reactants needed to synthesize the given product. (1) Given the product [CH3:1][O:2][C:3]1[C:4]2[N:11]=[C:10]([NH:12][C:13]([N:15]3[CH2:20][CH2:19][C:18]([C:27]4[CH:26]=[CH:25][CH:24]=[C:23]([Cl:22])[CH:28]=4)([OH:21])[CH2:17][CH2:16]3)=[O:14])[S:9][C:5]=2[N:6]=[CH:7][N:8]=1, predict the reactants needed to synthesize it. The reactants are: [CH3:1][O:2][C:3]1[C:4]2[N:11]=[C:10]([NH:12][C:13]([N:15]3[CH2:20][CH2:19][C:18](=[O:21])[CH2:17][CH2:16]3)=[O:14])[S:9][C:5]=2[N:6]=[CH:7][N:8]=1.[Cl:22][C:23]1[CH:24]=[C:25]([Mg]Br)[CH:26]=[CH:27][CH:28]=1. (2) Given the product [C:26]1([S+:19]([C:13]2[CH:14]=[CH:15][CH:16]=[CH:17][CH:18]=2)[C:20]2[CH:25]=[CH:24][CH:23]=[CH:22][CH:21]=2)[CH:27]=[CH:28][CH:29]=[CH:30][CH:31]=1.[CH2:2]([O:4][C:5](=[O:11])[CH:6]([C:9]#[N:10])[CH:7]=[O:8])[CH3:3], predict the reactants needed to synthesize it. The reactants are: [K].[CH2:2]([O:4][C:5](=[O:11])[CH:6]([C:9]#[N:10])[CH:7]=[O:8])[CH3:3].[Cl-].[C:13]1([S+:19]([C:26]2[CH:31]=[CH:30][CH:29]=[CH:28][CH:27]=2)[C:20]2[CH:25]=[CH:24][CH:23]=[CH:22][CH:21]=2)[CH:18]=[CH:17][CH:16]=[CH:15][CH:14]=1. (3) Given the product [ClH:17].[Cl:17][C:2]1[C:11]2[C:6](=[CH:7][CH:8]=[CH:9][C:10]=2[NH:16][CH:11]2[CH2:6][CH2:5][NH:4][CH2:3][CH2:2]2)[CH:5]=[N:4][CH:3]=1, predict the reactants needed to synthesize it. The reactants are: N[C:2]1[C:11]2[C:6](=[CH:7][CH:8]=[CH:9][CH:10]=2)[CH:5]=[N:4][CH:3]=1.N([O-])=O.[Na+].[NH3:16].[ClH:17].